Predict the reaction yield, written as a fraction of the theoretical maximum amount of product (1.0 means a 100% yield; for example, 0.34 means a 34% yield). From a dataset of Reaction yield outcomes from USPTO patents with 853,638 reactions. (1) The reactants are [H-].[Na+].O1C[CH2:6][CH2:5][CH2:4]1.[C:8]1([CH2:16][OH:17])[CH:13]=[CH:12][C:11]([CH2:14][OH:15])=[CH:10][CH:9]=1.C(Br)C#C. The catalyst is O.CN(C)C=O. The product is [CH2:6]([O:15][CH2:14][C:11]1[CH:12]=[CH:13][C:8]([CH2:16][OH:17])=[CH:9][CH:10]=1)[C:5]#[CH:4]. The yield is 0.580. (2) The reactants are Br[C:2]1[CH:7]=[CH:6][C:5]([C:8]2([C:11]3[N:15]4[CH2:16][CH2:17][S:18][C:19]([CH2:22][O:23][Si:24]([C:27]([CH3:30])([CH3:29])[CH3:28])([CH3:26])[CH3:25])([CH3:21])[CH2:20][C:14]4=[N:13][N:12]=3)[CH2:10][CH2:9]2)=[CH:4][CH:3]=1.[B:31]1([B:31]2[O:35][C:34]([CH3:37])([CH3:36])[C:33]([CH3:39])([CH3:38])[O:32]2)[O:35][C:34]([CH3:37])([CH3:36])[C:33]([CH3:39])([CH3:38])[O:32]1.C([O-])(=O)C.[K+].O. The catalyst is O1CCOCC1. The product is [Si:24]([O:23][CH2:22][C:19]1([CH3:21])[S:18][CH2:17][CH2:16][N:15]2[C:11]([C:8]3([C:5]4[CH:6]=[CH:7][C:2]([B:31]5[O:35][C:34]([CH3:37])([CH3:36])[C:33]([CH3:39])([CH3:38])[O:32]5)=[CH:3][CH:4]=4)[CH2:10][CH2:9]3)=[N:12][N:13]=[C:14]2[CH2:20]1)([C:27]([CH3:30])([CH3:29])[CH3:28])([CH3:26])[CH3:25]. The yield is 0.990.